From a dataset of Catalyst prediction with 721,799 reactions and 888 catalyst types from USPTO. Predict which catalyst facilitates the given reaction. (1) Reactant: [OH:1][C:2]1[CH:7]=[CH:6][C:5]([N:8]2[CH2:13][CH2:12][N:11]([CH2:14][CH2:15][CH:16]([O:23][C:24](=[O:26])[NH2:25])[C:17]3[CH:22]=[CH:21][CH:20]=[CH:19][CH:18]=3)[CH2:10][CH2:9]2)=[CH:4][CH:3]=1.C(=O)([O-])[O-].[K+].[K+].[CH2:33](Br)[C:34]1[CH:39]=[CH:38][CH:37]=[CH:36][CH:35]=1. Product: [CH2:33]([O:1][C:2]1[CH:7]=[CH:6][C:5]([N:8]2[CH2:13][CH2:12][N:11]([CH2:14][CH2:15][CH:16]([O:23][C:24](=[O:26])[NH2:25])[C:17]3[CH:22]=[CH:21][CH:20]=[CH:19][CH:18]=3)[CH2:10][CH2:9]2)=[CH:4][CH:3]=1)[C:34]1[CH:39]=[CH:38][CH:37]=[CH:36][CH:35]=1. The catalyst class is: 30. (2) Reactant: C(N(CC)CC)C.[CH:8](=O)[C:9]1[CH:14]=[CH:13][CH:12]=[CH:11][CH:10]=1.Cl.[C:17]([O:21][CH2:22][C@@H:23]([C:25]([O:27][CH3:28])=[O:26])[NH2:24])([CH3:20])([CH3:19])[CH3:18].[BH4-].[Na+].[Cl-].[NH4+]. Product: [CH2:8]([NH:24][C@H:23]([C:25]([O:27][CH3:28])=[O:26])[CH2:22][O:21][C:17]([CH3:20])([CH3:19])[CH3:18])[C:9]1[CH:14]=[CH:13][CH:12]=[CH:11][CH:10]=1. The catalyst class is: 5. (3) Reactant: C([O:3][C:4](=[O:35])[CH:5]([O:32][CH2:33][CH3:34])[CH2:6][C:7]1[CH:12]=[CH:11][C:10]([O:13][CH2:14][CH2:15][NH:16][C:17]2[C:23]3[CH:24]=[CH:25][CH:26]=[CH:27][C:22]=3[S:21][C:20]3[CH:28]=[CH:29][CH:30]=[CH:31][C:19]=3[N:18]=2)=[CH:9][CH:8]=1)C.[OH-].[Na+]. Product: [CH:24]1[C:23]2[C:17]([NH:16][CH2:15][CH2:14][O:13][C:10]3[CH:9]=[CH:8][C:7]([CH2:6][CH:5]([O:32][CH2:33][CH3:34])[C:4]([OH:35])=[O:3])=[CH:12][CH:11]=3)=[N:18][C:19]3[CH:31]=[CH:30][CH:29]=[CH:28][C:20]=3[S:21][C:22]=2[CH:27]=[CH:26][CH:25]=1. The catalyst class is: 8. (4) Reactant: C(OC([N:8]1[CH2:28][CH2:27][N:11]2[C:12](=[O:26])[C:13]3[C:18]([C@@H:10]2[CH2:9]1)=[CH:17][C:16]([CH2:19][O:20][CH3:21])=[CH:15][C:14]=3[C:22]([F:25])([F:24])[F:23])=O)(C)(C)C.[ClH:29]. Product: [ClH:29].[CH3:21][O:20][CH2:19][C:16]1[CH:17]=[C:18]2[C:13]([C:12](=[O:26])[N:11]3[CH2:27][CH2:28][NH:8][CH2:9][C@H:10]32)=[C:14]([C:22]([F:25])([F:23])[F:24])[CH:15]=1. The catalyst class is: 316. (5) Reactant: [OH:1][C@H:2]([CH2:6][C:7]1[CH:15]=[C:14]([CH3:16])[C:13]2[C:9](=[CH:10][N:11]([CH2:17][O:18][CH2:19][CH2:20][Si:21]([CH3:24])([CH3:23])[CH3:22])[N:12]=2)[CH:8]=1)[C:3]([OH:5])=O.C(N(C(C)C)CC)(C)C.[N:34]1([CH:40]2[CH2:45][CH2:44][NH:43][CH2:42][CH2:41]2)[CH2:39][CH2:38][CH2:37][CH2:36][CH2:35]1.C1CN([P+](ON2N=NC3C=CC=CC2=3)(N2CCCC2)N2CCCC2)CC1.F[P-](F)(F)(F)(F)F. Product: [OH:1][C@H:2]([CH2:6][C:7]1[CH:15]=[C:14]([CH3:16])[C:13]2[C:9](=[CH:10][N:11]([CH2:17][O:18][CH2:19][CH2:20][Si:21]([CH3:23])([CH3:22])[CH3:24])[N:12]=2)[CH:8]=1)[C:3]([N:43]1[CH2:44][CH2:45][CH:40]([N:34]2[CH2:39][CH2:38][CH2:37][CH2:36][CH2:35]2)[CH2:41][CH2:42]1)=[O:5]. The catalyst class is: 204. (6) Reactant: [CH2:1]([O:8][C:9]1[N:14]=[N:13][C:12]([CH2:15][CH2:16][C:17]2[N:22]=[CH:21][C:20]([CH2:23][CH2:24]O)=[CH:19][CH:18]=2)=[CH:11][CH:10]=1)[C:2]1[CH:7]=[CH:6][CH:5]=[CH:4][CH:3]=1.C1(P(C2C=CC=CC=2)C2C=CC=CC=2)C=CC=CC=1.[Cl:45]C(Cl)(Cl)C(C(Cl)(Cl)Cl)=O. Product: [CH2:1]([O:8][C:9]1[N:14]=[N:13][C:12]([CH2:15][CH2:16][C:17]2[CH:18]=[CH:19][C:20]([CH2:23][CH2:24][Cl:45])=[CH:21][N:22]=2)=[CH:11][CH:10]=1)[C:2]1[CH:7]=[CH:6][CH:5]=[CH:4][CH:3]=1. The catalyst class is: 2.